Dataset: Full USPTO retrosynthesis dataset with 1.9M reactions from patents (1976-2016). Task: Predict the reactants needed to synthesize the given product. (1) Given the product [I:3][C:4]1[CH:9]=[CH:8][C:7]([O:10][CH2:11][C:12]2[CH:17]=[CH:16][CH:15]=[CH:14][CH:13]=2)=[CH:6][CH:5]=1, predict the reactants needed to synthesize it. The reactants are: [H-].[Na+].[I:3][C:4]1[CH:9]=[CH:8][C:7]([OH:10])=[CH:6][CH:5]=1.[CH2:11](Br)[C:12]1[CH:17]=[CH:16][CH:15]=[CH:14][CH:13]=1. (2) Given the product [N:1]1[C:10]2[C:5](=[CH:6][C:7]([CH2:11][N:12]3[C:16]4=[N:17][C:18](/[C:21](=[N:26]/[NH:25][C:27]([NH2:29])=[O:28])/[CH3:22])=[CH:19][N:20]=[C:15]4[N:14]=[N:13]3)=[CH:8][CH:9]=2)[CH:4]=[CH:3][CH:2]=1, predict the reactants needed to synthesize it. The reactants are: [N:1]1[C:10]2[C:5](=[CH:6][C:7]([CH2:11][N:12]3[C:16]4=[N:17][C:18]([C:21](=O)[CH3:22])=[CH:19][N:20]=[C:15]4[N:14]=[N:13]3)=[CH:8][CH:9]=2)[CH:4]=[CH:3][CH:2]=1.Cl.[NH:25]([C:27]([NH2:29])=[O:28])[NH2:26].C(N(CC)CC)C. (3) The reactants are: [CH2:1]([NH:3][C:4]([N:6]1[CH2:13][CH:12]2[CH2:14][CH:8]([CH2:9][NH:10][CH2:11]2)[CH2:7]1)=[O:5])[CH3:2].[C:15]([C:17]1[CH:34]=[CH:33][C:20]([O:21][CH2:22][CH:23]2[CH2:25][N:24]2[C:26]([O:28][C:29]([CH3:32])([CH3:31])[CH3:30])=[O:27])=[CH:19][CH:18]=1)#[N:16]. Given the product [C:15]([C:17]1[CH:18]=[CH:19][C:20]([O:21][CH2:22][CH:23]([NH:24][C:26](=[O:27])[O:28][C:29]([CH3:30])([CH3:31])[CH3:32])[CH2:25][N:10]2[CH2:11][CH:12]3[CH2:14][CH:8]([CH2:7][N:6]([C:4]([NH:3][CH2:1][CH3:2])=[O:5])[CH2:13]3)[CH2:9]2)=[CH:33][CH:34]=1)#[N:16], predict the reactants needed to synthesize it. (4) Given the product [C:31]1([S:28]([N:19]([CH2:18][C:15]2[CH:16]=[CH:17][C:12]([C:9]([P:4](=[O:3])([OH:8])[OH:5])([F:10])[F:11])=[C:13]([Br:37])[CH:14]=2)[C:20]2[CH:25]=[CH:24][C:23]([Cl:26])=[C:22]([Cl:27])[CH:21]=2)(=[O:29])=[O:30])[CH:36]=[CH:35][CH:34]=[CH:33][CH:32]=1, predict the reactants needed to synthesize it. The reactants are: C([O:3][P:4]([C:9]([C:12]1[CH:17]=[CH:16][C:15]([CH2:18][N:19]([S:28]([C:31]2[CH:36]=[CH:35][CH:34]=[CH:33][CH:32]=2)(=[O:30])=[O:29])[C:20]2[CH:25]=[CH:24][C:23]([Cl:26])=[C:22]([Cl:27])[CH:21]=2)=[CH:14][C:13]=1[Br:37])([F:11])[F:10])(=[O:8])[O:5]CC)C.C[Si](N([Si](C)(C)C)C(=O)C(F)(F)F)(C)C.I[Si](C)(C)C. (5) Given the product [Br:32][C@@:5]1([O:10][C@H:11]([CH2:12][O:13][C:14](=[O:16])[CH3:15])[C:2]([F:25])([F:1])[C@H:3]([O:21][C:22](=[O:24])[CH3:23])[C@H:4]1[O:17][C:18](=[O:20])[CH3:19])[OH:6], predict the reactants needed to synthesize it. The reactants are: [F:1][C:2]1([F:25])[C@@H:11]([CH2:12][O:13][C:14](=[O:16])[CH3:15])[O:10][C@H:5]([O:6]C(=O)C)[C@H:4]([O:17][C:18](=[O:20])[CH3:19])[C@H:3]1[O:21][C:22](=[O:24])[CH3:23].C(OCC)(=O)C.[BrH:32].